This data is from CYP2D6 inhibition data for predicting drug metabolism from PubChem BioAssay. The task is: Regression/Classification. Given a drug SMILES string, predict its absorption, distribution, metabolism, or excretion properties. Task type varies by dataset: regression for continuous measurements (e.g., permeability, clearance, half-life) or binary classification for categorical outcomes (e.g., BBB penetration, CYP inhibition). Dataset: cyp2d6_veith. (1) The drug is CNC(=O)COC(=O)c1cc2c(C)nn(-c3ccc(F)cc3)c2s1. The result is 0 (non-inhibitor). (2) The compound is COCCn1c(=O)c(C)nc2cnc(OC)nc21. The result is 0 (non-inhibitor). (3) The molecule is COCCn1c(=O)c(-c2cccc(C#N)c2)nc2cnc(N3CCN(C)CC3)nc21. The result is 0 (non-inhibitor). (4) The molecule is Cc1cc(C)n(CCCNCC(O)c2ccccc2)n1.O=C(O)C(=O)O. The result is 1 (inhibitor). (5) The molecule is C[C@@H](c1ccccc1)N1C(=O)[C@H]2CC[C@@H]3/C(=N\NC(=O)OCc4ccccc4)C[C@@H](O)[C@@H](O)[C@@H]3[C@@H]2C1=O. The result is 0 (non-inhibitor). (6) The compound is CCC1(O)c2ccccc2-c2ncccc21. The result is 0 (non-inhibitor). (7) The compound is CC(=O)NC(C)C(c1cccs1)N1CCN(c2ccccc2)CC1. The result is 0 (non-inhibitor). (8) The compound is Cc1noc(C)c1C(=O)N1CCC[C@@]2(CCN(Cc3ccccc3)C2)C1. The result is 1 (inhibitor).